From a dataset of TCR-epitope binding with 47,182 pairs between 192 epitopes and 23,139 TCRs. Binary Classification. Given a T-cell receptor sequence (or CDR3 region) and an epitope sequence, predict whether binding occurs between them. (1) The epitope is FTISVTTEIL. The TCR CDR3 sequence is CSVGGDREAFF. Result: 1 (the TCR binds to the epitope). (2) The epitope is LLALHRSYL. The TCR CDR3 sequence is CASSLGGGNTIYF. Result: 0 (the TCR does not bind to the epitope). (3) The TCR CDR3 sequence is CASSRRSQGLNTEAFF. Result: 0 (the TCR does not bind to the epitope). The epitope is GTHWFVTQR. (4) The epitope is YFPLQSYGF. The TCR CDR3 sequence is CASSLGPQPEGYTF. Result: 1 (the TCR binds to the epitope).